Dataset: Reaction yield outcomes from USPTO patents with 853,638 reactions. Task: Predict the reaction yield, written as a fraction of the theoretical maximum amount of product (1.0 means a 100% yield; for example, 0.34 means a 34% yield). (1) The reactants are [Br:1][C:2]1[CH:7]=[CH:6][C:5]([S:8]([NH2:11])(=[O:10])=[O:9])=[CH:4][CH:3]=1.[CH2:12](N)[CH:13]=[CH2:14].CCOCC. The catalyst is ClCCl. The product is [CH2:14]([NH:11][S:8]([C:5]1[CH:4]=[CH:3][C:2]([Br:1])=[CH:7][CH:6]=1)(=[O:9])=[O:10])[CH:13]=[CH2:12]. The yield is 0.960. (2) The reactants are [Cl:1][C:2]1[C:6]([Cl:7])=[C:5]([CH3:8])[NH:4][C:3]=1[C:9]([NH:11][C@@H:12]1[CH2:17][CH2:16][N:15](C(OCC)=O)[CH2:14][C@@H:13]1[O:23][CH2:24][CH:25]=[CH2:26])=[O:10].II.C[Si](C)(C)[Si](C)(C)C.S([O-])([O-])(=O)=S.[Na+].[Na+]. The catalyst is C1(C)C=CC=CC=1. The product is [Cl:1][C:2]1[C:6]([Cl:7])=[C:5]([CH3:8])[NH:4][C:3]=1[C:9]([NH:11][C@@H:12]1[CH2:17][CH2:16][NH:15][CH2:14][C@@H:13]1[O:23][CH2:24][CH:25]=[CH2:26])=[O:10]. The yield is 0.365. (3) The reactants are [Cl:1][C:2]1[C:7]([Cl:8])=[CH:6][CH:5]=[CH:4][C:3]=1[CH2:9][N:10]1[C:14]2[CH:15]=[C:16]([N:23]3[CH2:28][CH2:27][O:26][CH2:25][CH2:24]3)[CH:17]=[C:18]([C:19]([O:21]C)=[O:20])[C:13]=2[N:12]=[C:11]1[C:29]([F:32])([F:31])[F:30].[OH-].[Li+]. The catalyst is O1CCCC1. The product is [Cl:1][C:2]1[C:7]([Cl:8])=[CH:6][CH:5]=[CH:4][C:3]=1[CH2:9][N:10]1[C:14]2[CH:15]=[C:16]([N:23]3[CH2:24][CH2:25][O:26][CH2:27][CH2:28]3)[CH:17]=[C:18]([C:19]([OH:21])=[O:20])[C:13]=2[N:12]=[C:11]1[C:29]([F:30])([F:32])[F:31]. The yield is 0.0457. (4) The reactants are [NH2:1][C@H:2]1[CH2:11][C:10]2[C:5](=[CH:6][CH:7]=[C:8]([C:12]#[N:13])[CH:9]=2)[NH:4][CH2:3]1.[C:14]1([N:20]=[C:21]=[O:22])[CH:19]=[CH:18][CH:17]=[CH:16][CH:15]=1. The catalyst is C(Cl)Cl. The product is [C:12]([C:8]1[CH:9]=[C:10]2[C:5](=[CH:6][CH:7]=1)[NH:4][CH2:3][C@@H:2]([NH:1][C:21]([NH:20][C:14]1[CH:19]=[CH:18][CH:17]=[CH:16][CH:15]=1)=[O:22])[CH2:11]2)#[N:13]. The yield is 0.970. (5) The reactants are [CH3:1][N:2]([C@H](C1C=CC(OC)=CC=1)C)[C@@H:3]1[C:8]2=[N:9][CH:10]=[CH:11][CH:12]=[C:7]2[O:6][CH2:5][CH2:4]1.FC(F)(F)C(O)=O. The catalyst is ClCCl. The product is [CH3:1][NH:2][C@@H:3]1[C:8]2=[N:9][CH:10]=[CH:11][CH:12]=[C:7]2[O:6][CH2:5][CH2:4]1. The yield is 0.850. (6) The reactants are [H-].[Na+].[F:3][C:4]1[CH:12]=[CH:11][C:7]([CH2:8][CH2:9][OH:10])=[CH:6][CH:5]=1.I[CH3:14].[NH4+].[Cl-]. The product is [F:3][C:4]1[CH:12]=[CH:11][C:7]([CH2:8][CH2:9][O:10][CH3:14])=[CH:6][CH:5]=1. The catalyst is C1COCC1. The yield is 0.450. (7) The reactants are [NH:1]([C:3]1[S:4][C:5]2[CH:11]=[CH:10][CH:9]=[C:8]([CH3:12])[C:6]=2[N:7]=1)[NH2:2].O=[C:14]1[CH2:23][CH2:22][C:21]2[C:16](=[CH:17][CH:18]=[CH:19][CH:20]=2)[CH:15]1[C:24](OCC)=[O:25]. No catalyst specified. The product is [CH3:12][C:8]1[C:6]2[N:7]=[C:3]([N:1]3[C:24]([OH:25])=[C:15]4[C:14]([CH2:23][CH2:22][C:21]5[CH:20]=[CH:19][CH:18]=[CH:17][C:16]=54)=[N:2]3)[S:4][C:5]=2[CH:11]=[CH:10][CH:9]=1. The yield is 0.110. (8) The reactants are [CH3:1][O:2][C:3](=[O:22])[CH2:4][C:5]1[C:14]([CH2:15][CH3:16])=[C:13]([O:17]C(=O)C)[C:12]2[C:7](=[CH:8][CH:9]=[C:10]([F:21])[CH:11]=2)[CH:6]=1.C[O-].[Na+].Cl. The catalyst is CO. The product is [CH3:1][O:2][C:3](=[O:22])[CH2:4][C:5]1[C:14]([CH2:15][CH3:16])=[C:13]([OH:17])[C:12]2[C:7](=[CH:8][CH:9]=[C:10]([F:21])[CH:11]=2)[CH:6]=1. The yield is 0.977. (9) The reactants are [F:1][C:2]([F:34])([F:33])[C:3]1[CH:4]=[C:5]([CH2:13][C:14]([N:16]2[CH2:21][CH2:20][O:19][C@:18]([CH2:30][CH2:31][OH:32])([C:22]3[CH:27]=[CH:26][C:25]([Cl:28])=[C:24]([Cl:29])[CH:23]=3)[CH2:17]2)=[O:15])[CH:6]=[C:7]([C:9]([F:12])([F:11])[F:10])[CH:8]=1.CN(C1C=CC=CN=1)C.C(N(CC)CC)C.[CH3:51][C:52]1[CH:57]=[CH:56][C:55]([S:58](Cl)(=[O:60])=[O:59])=[CH:54][CH:53]=1.Cl. The catalyst is C(Cl)Cl.O. The product is [CH3:51][C:52]1[CH:57]=[CH:56][C:55]([S:58]([O:32][CH2:31][CH2:30][C@:18]2([C:22]3[CH:27]=[CH:26][C:25]([Cl:28])=[C:24]([Cl:29])[CH:23]=3)[O:19][CH2:20][CH2:21][N:16]([C:14](=[O:15])[CH2:13][C:5]3[CH:6]=[C:7]([C:9]([F:10])([F:11])[F:12])[CH:8]=[C:3]([C:2]([F:1])([F:33])[F:34])[CH:4]=3)[CH2:17]2)(=[O:60])=[O:59])=[CH:54][CH:53]=1. The yield is 0.603.